From a dataset of Full USPTO retrosynthesis dataset with 1.9M reactions from patents (1976-2016). Predict the reactants needed to synthesize the given product. (1) Given the product [NH2:32][CH2:27][C@H:25]([OH:26])[CH2:24][O:23][C:19]1[C:20]([CH3:22])=[CH:21][C:16]([C:13]2[N:12]=[C:11]([C:7]3[S:6][C:5]([CH2:4][N:3]([CH2:30][CH3:31])[CH2:1][CH3:2])=[C:9]([CH3:10])[CH:8]=3)[O:15][N:14]=2)=[CH:17][C:18]=1[CH2:28][CH3:29], predict the reactants needed to synthesize it. The reactants are: [CH2:1]([N:3]([CH2:30][CH3:31])[CH2:4][C:5]1[S:6][C:7]([C:11]2[O:15][N:14]=[C:13]([C:16]3[CH:21]=[C:20]([CH3:22])[C:19]([O:23][CH2:24][C@@H:25]4[CH2:27][O:26]4)=[C:18]([CH2:28][CH3:29])[CH:17]=3)[N:12]=2)=[CH:8][C:9]=1[CH3:10])[CH3:2].[NH3:32]. (2) Given the product [Cl:14][C:12]1[CH:11]=[CH:10][C:9]([CH3:15])=[C:8]([C:6]2[N:5]=[C:4]([NH2:16])[N:3]=[C:2]([NH:24][C:23]3[CH:25]=[CH:26][C:20]([N+:17]([O-:19])=[O:18])=[CH:21][CH:22]=3)[CH:7]=2)[CH:13]=1, predict the reactants needed to synthesize it. The reactants are: Cl[C:2]1[CH:7]=[C:6]([C:8]2[CH:13]=[C:12]([Cl:14])[CH:11]=[CH:10][C:9]=2[CH3:15])[N:5]=[C:4]([NH2:16])[N:3]=1.[N+:17]([C:20]1[CH:26]=[CH:25][C:23]([NH2:24])=[CH:22][CH:21]=1)([O-:19])=[O:18].